Dataset: Forward reaction prediction with 1.9M reactions from USPTO patents (1976-2016). Task: Predict the product of the given reaction. The product is: [Br:28][C:2]1[CH:3]=[C:4]([C:9]2[CH:14]=[CH:13][C:12]([C:15]([O:17][CH3:18])=[O:16])=[CH:11][C:10]=2[CH3:19])[CH:5]=[CH:6][C:7]=1[Cl:8]. Given the reactants N[C:2]1[CH:3]=[C:4]([C:9]2[CH:14]=[CH:13][C:12]([C:15]([O:17][CH3:18])=[O:16])=[CH:11][C:10]=2[CH3:19])[CH:5]=[CH:6][C:7]=1[Cl:8].N(OC(C)(C)C)=O.C(Br)(Br)[Br:28], predict the reaction product.